From a dataset of Reaction yield outcomes from USPTO patents with 853,638 reactions. Predict the reaction yield, written as a fraction of the theoretical maximum amount of product (1.0 means a 100% yield; for example, 0.34 means a 34% yield). (1) The reactants are [C:1]([OH:4])(=O)[CH3:2].[Cl:5][C:6]1[CH:12]=[CH:11][C:9]([OH:10])=[CH:8][C:7]=1[OH:13].C([O-])(=O)C.[Na+]. The catalyst is B(F)(F)F.CCOCC. The product is [Cl:5][C:6]1[C:7]([OH:13])=[CH:8][C:9]([OH:10])=[C:11]([C:1](=[O:4])[CH3:2])[CH:12]=1. The yield is 0.580. (2) The reactants are [CH:1]1([C:7]([N:9]2[CH2:15][C:14]3[CH:16]=[C:17]([C:20]([O:22]C)=O)[CH:18]=[CH:19][C:13]=3[NH:12][C:11](=[O:24])[CH2:10]2)=[O:8])[CH2:6][CH2:5][CH2:4][CH2:3][CH2:2]1.[NH2:25][OH:26].[OH-].[Na+]. The catalyst is CO.C1COCC1. The product is [CH:1]1([C:7]([N:9]2[CH2:15][C:14]3[CH:16]=[C:17]([C:20]([NH:25][OH:26])=[O:22])[CH:18]=[CH:19][C:13]=3[NH:12][C:11](=[O:24])[CH2:10]2)=[O:8])[CH2:2][CH2:3][CH2:4][CH2:5][CH2:6]1. The yield is 0.0200. (3) The reactants are [CH2:1]([N:3]([CH2:37][CH3:38])[CH2:4][CH2:5][CH2:6][NH:7][C:8]1[N:9]=[C:10]([C:27]2[C:28]([CH3:36])=[C:29]([CH:33]=[CH:34][CH:35]=2)[C:30](O)=[O:31])[C:11]2[CH:17]=[CH:16][C:15](=[O:18])[N:14]([C:19]3[C:24]([F:25])=[CH:23][CH:22]=[CH:21][C:20]=3[F:26])[C:12]=2[N:13]=1)[CH3:2].CN(C(O[N:54]1N=[N:54][C:49]2[CH:50]=[CH:51][CH:51]=[CH:50][C:49]1=2)=[N+](C)C)C.F[P-](F)(F)(F)(F)F.C(N(CC)CC)C.C1(N)CC1. The catalyst is CN(C=O)C. The product is [CH:49]1([NH:54][C:30](=[O:31])[C:29]2[CH:33]=[CH:34][CH:35]=[C:27]([C:10]3[C:11]4[CH:17]=[CH:16][C:15](=[O:18])[N:14]([C:19]5[C:20]([F:26])=[CH:21][CH:22]=[CH:23][C:24]=5[F:25])[C:12]=4[N:13]=[C:8]([NH:7][CH2:6][CH2:5][CH2:4][N:3]([CH2:37][CH3:38])[CH2:1][CH3:2])[N:9]=3)[C:28]=2[CH3:36])[CH2:51][CH2:50]1. The yield is 0.480.